This data is from Full USPTO retrosynthesis dataset with 1.9M reactions from patents (1976-2016). The task is: Predict the reactants needed to synthesize the given product. (1) Given the product [O:12]1[CH2:13][CH2:14][CH2:15][CH2:16][CH:11]1[N:7]1[C:8]2[C:4](=[CH:3][C:2]([C:45]3[CH:46]=[C:47]4[C:53]([C:54]([F:57])([F:56])[F:55])=[N:52][NH:51][C:48]4=[N:49][CH:50]=3)=[CH:10][CH:9]=2)[C:5]([C:17]2[N:22]=[C:21]([N:23]3[CH2:28][CH2:27][CH:26]([NH:29][C:30](=[O:36])[O:31][C:32]([CH3:34])([CH3:35])[CH3:33])[CH2:25][CH2:24]3)[CH:20]=[N:19][CH:18]=2)=[N:6]1, predict the reactants needed to synthesize it. The reactants are: Br[C:2]1[CH:3]=[C:4]2[C:8](=[CH:9][CH:10]=1)[N:7]([CH:11]1[CH2:16][CH2:15][CH2:14][CH2:13][O:12]1)[N:6]=[C:5]2[C:17]1[N:22]=[C:21]([N:23]2[CH2:28][CH2:27][CH:26]([NH:29][C:30](=[O:36])[O:31][C:32]([CH3:35])([CH3:34])[CH3:33])[CH2:25][CH2:24]2)[CH:20]=[N:19][CH:18]=1.CC1(C)C(C)(C)OB([C:45]2[CH:46]=[C:47]3[C:53]([C:54]([F:57])([F:56])[F:55])=[N:52][NH:51][C:48]3=[N:49][CH:50]=2)O1.C([O-])([O-])=O.[Na+].[Na+]. (2) Given the product [CH3:36][S:37]([N:1]1[CH2:6][CH2:5][CH2:4][CH:3]([CH:7]([NH:10][C:11]([C:13]2[C:14]3[CH:21]=[N:20][N:19]([C:22]4[CH:23]=[CH:24][C:25]([F:28])=[CH:26][CH:27]=4)[C:15]=3[CH:16]=[N:17][CH:18]=2)=[O:12])[CH2:8][CH3:9])[CH2:2]1)(=[O:39])=[O:38], predict the reactants needed to synthesize it. The reactants are: [NH:1]1[CH2:6][CH2:5][CH2:4][CH:3]([CH:7]([NH:10][C:11]([C:13]2[C:14]3[CH:21]=[N:20][N:19]([C:22]4[CH:27]=[CH:26][C:25]([F:28])=[CH:24][CH:23]=4)[C:15]=3[CH:16]=[N:17][CH:18]=2)=[O:12])[CH2:8][CH3:9])[CH2:2]1.CCN(CC)CC.[CH3:36][S:37](Cl)(=[O:39])=[O:38]. (3) Given the product [NH2:11][C@@H:12]1[CH2:16][CH2:15][N:14]([C:17]([O:19][C:20]([CH3:23])([CH3:22])[CH3:21])=[O:18])[CH2:13]1, predict the reactants needed to synthesize it. The reactants are: C(OC([NH:11][C@@H:12]1[CH2:16][CH2:15][N:14]([C:17]([O:19][C:20]([CH3:23])([CH3:22])[CH3:21])=[O:18])[CH2:13]1)=O)C1C=CC=CC=1. (4) Given the product [CH3:1][C:2]1[C:7]([C:8]([C:27]2[O:28][CH:29]=[CH:30][C:26]=2[CH:24]=[O:25])=[O:17])=[CH:6][C:5]([C:18]2[CH:19]=[CH:20][CH:21]=[CH:22][CH:23]=2)=[CH:4][N:3]=1, predict the reactants needed to synthesize it. The reactants are: [CH3:1][C:2]1[C:7]([C:8](=[O:17])SC2C=CC(C)=CC=2)=[CH:6][C:5]([C:18]2[CH:23]=[CH:22][CH:21]=[CH:20][CH:19]=2)=[CH:4][N:3]=1.[CH:24]([C:26]1[CH:30]=[CH:29][O:28][C:27]=1B(O)O)=[O:25].O1C=CC=C1P(C1OC=CC=1)C1OC=CC=1.C1COCC1. (5) Given the product [NH2:9][C:5]1[CH:6]=[C:7]([CH3:8])[C:2]([Cl:1])=[CH:3][C:4]=1[CH:17]([C:19]1[CH:24]=[CH:23][CH:22]=[C:21]([O:25][CH3:26])[C:20]=1[O:27][CH3:28])[OH:18], predict the reactants needed to synthesize it. The reactants are: [Cl:1][C:2]1[C:7]([CH3:8])=[CH:6][C:5]([NH:9]C(=O)OC(C)(C)C)=[C:4]([CH:17]([C:19]2[CH:24]=[CH:23][CH:22]=[C:21]([O:25][CH3:26])[C:20]=2[O:27][CH3:28])[OH:18])[CH:3]=1.[OH-].[Na+]. (6) Given the product [Cl:1][C:2]1[CH:7]=[C:6]([CH:8]([S:35]([C:32]2[CH:33]=[CH:34][C:29]([Cl:28])=[CH:30][CH:31]=2)(=[O:37])=[O:36])[C:10]2[C:15]([F:16])=[CH:14][CH:13]=[CH:12][C:11]=2[F:17])[C:5]([Cl:18])=[CH:4][N:3]=1, predict the reactants needed to synthesize it. The reactants are: [Cl:1][C:2]1[CH:7]=[C:6]([CH:8]([C:10]2[C:15]([F:16])=[CH:14][CH:13]=[CH:12][C:11]=2[F:17])O)[C:5]([Cl:18])=[CH:4][N:3]=1.S(Cl)(Cl)=O.C(=O)(O)[O-].[Na+].[Cl:28][C:29]1[CH:34]=[CH:33][C:32]([S:35]([O-:37])=[O:36])=[CH:31][CH:30]=1.[Na+]. (7) Given the product [C:32]([C:27]1([C:24]2[CH:23]=[CH:22][C:21]([NH:20][C:6](=[O:8])[C:5]3[CH:9]=[CH:10][C:11]([O:12][CH2:13][C:14]4[CH:19]=[CH:18][N:17]=[CH:16][CH:15]=4)=[C:3]([O:2][CH3:1])[CH:4]=3)=[CH:26][CH:25]=2)[CH2:31][CH2:30][CH2:29][CH2:28]1)#[N:33], predict the reactants needed to synthesize it. The reactants are: [CH3:1][O:2][C:3]1[CH:4]=[C:5]([CH:9]=[CH:10][C:11]=1[O:12][CH2:13][C:14]1[CH:19]=[CH:18][N:17]=[CH:16][CH:15]=1)[C:6]([OH:8])=O.[NH2:20][C:21]1[CH:26]=[CH:25][C:24]([C:27]2([C:32]#[N:33])[CH2:31][CH2:30][CH2:29][CH2:28]2)=[CH:23][CH:22]=1.C1C=CC2N(O)N=NC=2C=1.C(Cl)CCl. (8) Given the product [F:18][C:19]1[CH:24]=[CH:23][C:22]([C:8]2[C:7]([N:14]([CH3:13])[CH2:15][CH2:16][CH3:17])=[N:6][CH:5]=[C:4]([CH:9]=2)[C:3]([NH:28][C@@H:29]2[CH2:34][CH2:33][CH2:32][CH2:31][C@H:30]2[OH:35])=[O:12])=[CH:21][CH:20]=1, predict the reactants needed to synthesize it. The reactants are: CO[C:3](=[O:12])[C:4]1[CH:9]=[C:8](Br)[C:7](Cl)=[N:6][CH:5]=1.[CH3:13][NH:14][CH2:15][CH2:16][CH3:17].[F:18][C:19]1[CH:24]=[CH:23][C:22](B(O)O)=[CH:21][CH:20]=1.[NH2:28][C@@H:29]1[CH2:34][CH2:33][CH2:32][CH2:31][C@H:30]1[OH:35]. (9) Given the product [ClH:1].[C:22]([C:20]1[CH:3]=[C:4]([CH:17]=[CH:18][CH:19]=1)[CH2:5][C:6]1[N:11]=[CH:10][C:9]2[C:12]([CH3:16])([CH3:15])[CH2:13][NH:14][C:8]=2[CH:7]=1)#[N:23], predict the reactants needed to synthesize it. The reactants are: [ClH:1].F[C:3]1[CH:20]=[CH:19][CH:18]=[CH:17][C:4]=1[CH2:5][C:6]1[N:11]=[CH:10][C:9]2[C:12]([CH3:16])([CH3:15])[CH2:13][NH:14][C:8]=2[CH:7]=1.[Br-].[C:22](C1C=C(C=CC=1)C[Zn+])#[N:23].